The task is: Predict the product of the given reaction.. This data is from Forward reaction prediction with 1.9M reactions from USPTO patents (1976-2016). Given the reactants [F:1][C:2]1[C:10](I)=[CH:9][C:8]([O:12][CH3:13])=[CH:7][C:3]=1[C:4]([OH:6])=[O:5].[F:14][C:15]1[CH:16]=[C:17](B(O)O)[CH:18]=[CH:19][CH:20]=1.C([O-])([O-])=O.[Na+].[Na+].Cl, predict the reaction product. The product is: [F:1][C:2]1[C:10]([C:19]2[CH:18]=[CH:17][CH:16]=[C:15]([F:14])[CH:20]=2)=[CH:9][C:8]([O:12][CH3:13])=[CH:7][C:3]=1[C:4]([OH:6])=[O:5].